Dataset: Forward reaction prediction with 1.9M reactions from USPTO patents (1976-2016). Task: Predict the product of the given reaction. (1) Given the reactants [C:1]([O:5][C:6]([N:8]1[C:12]2[CH:13]=[CH:14][CH:15]=[CH:16][C:11]=2[N:10]=[C:9]1[C:17]1[CH:22]=[C:21](Br)[CH:20]=[CH:19][C:18]=1[Cl:24])=[O:7])([CH3:4])([CH3:3])[CH3:2].[CH2:25]([O:27][C:28](=[O:35])[C@@H:29]1[CH2:34][CH2:33][CH2:32][NH:31][CH2:30]1)[CH3:26].C(=O)([O-])[O-].[Cs+].[Cs+].C1C=CC(P(C2C(C3C(P(C4C=CC=CC=4)C4C=CC=CC=4)=CC=C4C=3C=CC=C4)=C3C(C=CC=C3)=CC=2)C2C=CC=CC=2)=CC=1, predict the reaction product. The product is: [C:1]([O:5][C:6]([N:8]1[C:12]2[CH:13]=[CH:14][CH:15]=[CH:16][C:11]=2[N:10]=[C:9]1[C:17]1[CH:22]=[C:21]([N:31]2[CH2:32][CH2:33][CH2:34][C@@H:29]([C:28]([O:27][CH2:25][CH3:26])=[O:35])[CH2:30]2)[CH:20]=[CH:19][C:18]=1[Cl:24])=[O:7])([CH3:4])([CH3:3])[CH3:2]. (2) Given the reactants [NH2:1][C:2]1[C:10]([Cl:11])=[CH:9][C:5]([C:6]([OH:8])=O)=[C:4]([O:12][CH3:13])[CH:3]=1.C(N1C=CN=C1)(N1C=CN=C1)=O.C(N(CC)CC)C.Cl.[N:34]1([CH2:39][CH2:40][CH2:41][N:42]2[CH2:47][CH2:46][CH:45]([CH2:48][NH2:49])[CH2:44][CH2:43]2)[CH:38]=[CH:37][N:36]=[N:35]1, predict the reaction product. The product is: [N:34]1([CH2:39][CH2:40][CH2:41][N:42]2[CH2:43][CH2:44][CH:45]([CH2:48][NH:49][C:6](=[O:8])[C:5]3[CH:9]=[C:10]([Cl:11])[C:2]([NH2:1])=[CH:3][C:4]=3[O:12][CH3:13])[CH2:46][CH2:47]2)[CH:38]=[CH:37][N:36]=[N:35]1. (3) Given the reactants Br[CH2:2][B-:3]([F:6])([F:5])[F:4].[K+].[CH:8]12[CH2:13][CH:12]1[CH2:11][NH:10][CH2:9]2, predict the reaction product. The product is: [CH:8]12[CH2:13][CH:12]1[CH2:11][NH+:10]([CH2:2][B-:3]([F:6])([F:5])[F:4])[CH2:9]2. (4) Given the reactants [F:1][C:2]1[CH:3]=[C:4]([C@@:9]2([CH3:42])[N:18]([CH2:19][C:20]([NH:22][C:23]3[CH:24]=[C:25]4[C:38](=[CH:39][CH:40]=3)[CH2:37][C@:27]3([C:35]5[C:30](=[N:31][CH:32]=[CH:33][CH:34]=5)[NH:29][C:28]3=[O:36])[CH2:26]4)=[O:21])[C:17](=[O:41])[C:12]3([CH2:16][CH2:15][CH2:14][CH2:13]3)[NH:11][CH2:10]2)[CH:5]=[C:6]([F:8])[CH:7]=1.[CH3:43]C(O)=O.C=O.[BH3-]C#N.[Na+].C([O-])(O)=O.[Na+], predict the reaction product. The product is: [F:8][C:6]1[CH:5]=[C:4]([C@@:9]2([CH3:42])[N:18]([CH2:19][C:20]([NH:22][C:23]3[CH:24]=[C:25]4[C:38](=[CH:39][CH:40]=3)[CH2:37][C@:27]3([C:35]5[C:30](=[N:31][CH:32]=[CH:33][CH:34]=5)[NH:29][C:28]3=[O:36])[CH2:26]4)=[O:21])[C:17](=[O:41])[C:12]3([CH2:16][CH2:15][CH2:14][CH2:13]3)[N:11]([CH3:43])[CH2:10]2)[CH:3]=[C:2]([F:1])[CH:7]=1. (5) The product is: [Cl:1][C:2]1[CH:7]=[C:6]2[C:5]([CH2:8][CH2:9][N:10]=[C:11]2[CH3:12])=[CH:4][CH:3]=1. Given the reactants [Cl:1][C:2]1[CH:7]=[CH:6][C:5]([CH2:8][CH2:9][NH:10][C:11](=O)[CH3:12])=[CH:4][CH:3]=1.O=P12OP3(OP(OP(O3)(O1)=O)(=O)O2)=O, predict the reaction product. (6) Given the reactants [CH3:1][C@H:2]1[C@H:19]([CH3:20])[N:6]2[C:7]3[CH:8]=[C:9]([C:14]([O:16]CC)=[O:15])[CH:10]=[CH:11][C:12]=3[CH:13]=[C:5]2[C:4](=[O:21])[NH:3]1.[OH-].[Na+].Cl, predict the reaction product. The product is: [CH3:1][C@H:2]1[C@H:19]([CH3:20])[N:6]2[C:7]3[CH:8]=[C:9]([C:14]([OH:16])=[O:15])[CH:10]=[CH:11][C:12]=3[CH:13]=[C:5]2[C:4](=[O:21])[NH:3]1.